This data is from Peptide-MHC class I binding affinity with 185,985 pairs from IEDB/IMGT. The task is: Regression. Given a peptide amino acid sequence and an MHC pseudo amino acid sequence, predict their binding affinity value. This is MHC class I binding data. (1) The peptide sequence is VGPSNSPIF. The MHC is H-2-Dd with pseudo-sequence H-2-Dd. The binding affinity (normalized) is 0.769. (2) The peptide sequence is AEMGANLCV. The binding affinity (normalized) is 0.213. The MHC is HLA-B15:42 with pseudo-sequence HLA-B15:42. (3) The MHC is HLA-A02:06 with pseudo-sequence HLA-A02:06. The peptide sequence is TTFHQTLQD. The binding affinity (normalized) is 0.387. (4) The peptide sequence is RELVRKTRF. The MHC is HLA-B08:02 with pseudo-sequence HLA-B08:02. The binding affinity (normalized) is 0.0847. (5) The peptide sequence is TTMRGAKRM. The MHC is HLA-A26:01 with pseudo-sequence HLA-A26:01. The binding affinity (normalized) is 0.167.